From a dataset of Forward reaction prediction with 1.9M reactions from USPTO patents (1976-2016). Predict the product of the given reaction. (1) Given the reactants Br[C:2]1[CH:7]=[CH:6][C:5]([C@H:8]2[N:11]([C:12]3[CH:17]=[CH:16][CH:15]=[CH:14][CH:13]=3)[C:10](=[O:18])[C@@H:9]2[CH2:19][CH2:20][C@@H:21]([C:23]2[CH:28]=[CH:27][C:26]([F:29])=[CH:25][CH:24]=2)[OH:22])=[CH:4][CH:3]=1.[B:30]1([B:30]2[O:34][C:33]([CH3:36])([CH3:35])[C:32]([CH3:38])([CH3:37])[O:31]2)[O:34][C:33]([CH3:36])([CH3:35])[C:32]([CH3:38])([CH3:37])[O:31]1.C([O-])(=O)C.[K+], predict the reaction product. The product is: [F:29][C:26]1[CH:27]=[CH:28][C:23]([C@@H:21]([OH:22])[CH2:20][CH2:19][C@@H:9]2[C@@H:8]([C:5]3[CH:6]=[CH:7][C:2]([B:30]4[O:34][C:33]([CH3:36])([CH3:35])[C:32]([CH3:38])([CH3:37])[O:31]4)=[CH:3][CH:4]=3)[N:11]([C:12]3[CH:17]=[CH:16][CH:15]=[CH:14][CH:13]=3)[C:10]2=[O:18])=[CH:24][CH:25]=1. (2) The product is: [NH:1]1[C:9]2[C:4](=[CH:5][CH:6]=[CH:7][CH:8]=2)[CH:3]=[C:2]1[C:10]([NH2:17])=[O:12]. Given the reactants [NH:1]1[C:9]2[C:4](=[CH:5][CH:6]=[CH:7][CH:8]=2)[CH:3]=[C:2]1[C:10]([OH:12])=O.S(Cl)(Cl)=O.[NH3:17], predict the reaction product. (3) Given the reactants [C:1]([O:4][C@@H:5]1[C@@H:10]([O:11][C:12](=[O:14])[CH3:13])[C@H:9]([O:15][C:16](=[O:18])[CH3:17])[C@@H:8]([CH2:19][O:20][C:21](=[O:23])[CH3:22])[O:7][C@H:6]1[O:24][C:25]1[C:29]([CH2:30][C:31]2[CH:36]=[CH:35][C:34]([O:37][CH2:38][CH2:39][O:40]CC3C=CC=CC=3)=[CH:33][C:32]=2[CH3:48])=[C:28]([CH:49]([CH3:51])[CH3:50])[NH:27][N:26]=1)(=[O:3])[CH3:2], predict the reaction product. The product is: [C:1]([O:4][C@@H:5]1[C@@H:10]([O:11][C:12](=[O:14])[CH3:13])[C@H:9]([O:15][C:16](=[O:18])[CH3:17])[C@@H:8]([CH2:19][O:20][C:21](=[O:23])[CH3:22])[O:7][C@H:6]1[O:24][C:25]1[C:29]([CH2:30][C:31]2[CH:36]=[CH:35][C:34]([O:37][CH2:38][CH2:39][OH:40])=[CH:33][C:32]=2[CH3:48])=[C:28]([CH:49]([CH3:51])[CH3:50])[NH:27][N:26]=1)(=[O:3])[CH3:2]. (4) Given the reactants C([O:3][C:4](=[O:42])[C:5]([CH3:41])([O:34][C:35]1[CH:40]=[CH:39][CH:38]=[CH:37][CH:36]=1)[CH2:6][C:7]1[CH:12]=[CH:11][C:10]([O:13][CH2:14][CH2:15][CH:16]2[CH2:20][N:19]([CH2:21][C:22]3[CH:31]=[CH:30][C:29]4[C:24](=[CH:25][CH:26]=[CH:27][CH:28]=4)[CH:23]=3)[C:18](=[O:32])[N:17]2[CH3:33])=[CH:9][CH:8]=1)C.[OH-].[Na+], predict the reaction product. The product is: [CH3:41][C:5]([O:34][C:35]1[CH:36]=[CH:37][CH:38]=[CH:39][CH:40]=1)([CH2:6][C:7]1[CH:8]=[CH:9][C:10]([O:13][CH2:14][CH2:15][CH:16]2[CH2:20][N:19]([CH2:21][C:22]3[CH:31]=[CH:30][C:29]4[C:24](=[CH:25][CH:26]=[CH:27][CH:28]=4)[CH:23]=3)[C:18](=[O:32])[N:17]2[CH3:33])=[CH:11][CH:12]=1)[C:4]([OH:42])=[O:3]. (5) Given the reactants [Br:1][C:2]1[CH:9]=[CH:8][C:5]([CH2:6]Br)=[CH:4][CH:3]=1.C(N(CC)CC)C.[NH:17]1[CH2:22][CH2:21][S:20][CH2:19][CH2:18]1, predict the reaction product. The product is: [Br:1][C:2]1[CH:9]=[CH:8][C:5]([CH2:6][N:17]2[CH2:22][CH2:21][S:20][CH2:19][CH2:18]2)=[CH:4][CH:3]=1.